Dataset: Full USPTO retrosynthesis dataset with 1.9M reactions from patents (1976-2016). Task: Predict the reactants needed to synthesize the given product. Given the product [CH2:1]([O:8][CH2:9][C:10]([C:12]1[C:13]([CH3:18])=[N:14][O:15][C:16]=1[CH3:17])=[O:11])[C:2]1[CH:7]=[CH:6][CH:5]=[CH:4][CH:3]=1, predict the reactants needed to synthesize it. The reactants are: [CH2:1]([O:8][CH2:9][CH:10]([C:12]1[C:13]([CH3:18])=[N:14][O:15][C:16]=1[CH3:17])[OH:11])[C:2]1[CH:7]=[CH:6][CH:5]=[CH:4][CH:3]=1.CC1C=C(C)C=CC=1C(N)COC(C)C.